The task is: Regression/Classification. Given a drug SMILES string, predict its toxicity properties. Task type varies by dataset: regression for continuous values (e.g., LD50, hERG inhibition percentage) or binary classification for toxic/non-toxic outcomes (e.g., AMES mutagenicity, cardiotoxicity, hepatotoxicity). Dataset: ames.. This data is from Ames mutagenicity test results for genotoxicity prediction. (1) The drug is CC(=O)Nc1ccc(Oc2ccc(N)cc2)cc1. The result is 1 (mutagenic). (2) The result is 1 (mutagenic). The compound is O=[N+]([O-])c1ccc2c(c1)CCc1ccccc1-2. (3) The result is 0 (non-mutagenic). The compound is CC(C)NC[C@@H](O)COc1cccc2ccccc12. (4) The molecule is O=C(NCO)NCO. The result is 1 (mutagenic).